Dataset: Full USPTO retrosynthesis dataset with 1.9M reactions from patents (1976-2016). Task: Predict the reactants needed to synthesize the given product. (1) Given the product [IH:2].[Br:3][C:4]1[CH:5]=[C:6]([Cl:16])[CH:7]=[C:8]2[C:13]=1[N:12]=[C:11]([S:14][CH3:1])[NH:10][CH:9]2[CH3:15], predict the reactants needed to synthesize it. The reactants are: [CH3:1][I:2].[Br:3][C:4]1[CH:5]=[C:6]([Cl:16])[CH:7]=[C:8]2[C:13]=1[NH:12][C:11](=[S:14])[NH:10][CH:9]2[CH3:15]. (2) Given the product [N:20]1([CH2:19][CH2:18][NH:17][C:2]2[CH:7]=[CH:6][CH:5]=[CH:4][C:3]=2[N+:8]([O-:10])=[O:9])[CH2:25][CH2:24][O:23][CH2:22][CH2:21]1, predict the reactants needed to synthesize it. The reactants are: F[C:2]1[CH:7]=[CH:6][CH:5]=[CH:4][C:3]=1[N+:8]([O-:10])=[O:9].C(=O)([O-])[O-].[K+].[K+].[NH2:17][CH2:18][CH2:19][N:20]1[CH2:25][CH2:24][O:23][CH2:22][CH2:21]1. (3) Given the product [C:1]([CH2:4][C:5]1[CH:10]=[CH:9][C:8]([CH2:11][CH2:12][CH2:13][CH2:14][N:20]=[N+:21]=[N-:22])=[CH:7][CH:6]=1)([OH:3])=[O:2], predict the reactants needed to synthesize it. The reactants are: [C:1]([CH2:4][C:5]1[CH:10]=[CH:9][C:8]([CH2:11][CH2:12][CH2:13][CH2:14]OS(C)(=O)=O)=[CH:7][CH:6]=1)([OH:3])=[O:2].[N-:20]=[N+:21]=[N-:22].[Na+].